This data is from Full USPTO retrosynthesis dataset with 1.9M reactions from patents (1976-2016). The task is: Predict the reactants needed to synthesize the given product. (1) The reactants are: [CH:1]1([C:4]([C:6]2[CH:11]=[CH:10][C:9]([CH2:12][C:13](OC)=O)=[CH:8][CH:7]=2)=[O:5])[CH2:3][CH2:2]1.CO[C:19](=[O:22])[O:20][CH3:21].C[Si]([N-][Si](C)(C)C)(C)C.[Na+].IC. Given the product [CH:1]1([C:4]([C:6]2[CH:7]=[CH:8][C:9]([CH2:12][CH:13]([C:19]([O:20][CH3:21])=[O:22])[C:19]([O:20][CH3:21])=[O:22])=[CH:10][CH:11]=2)=[O:5])[CH2:2][CH2:3]1, predict the reactants needed to synthesize it. (2) Given the product [CH2:2]([O:3][C:4]([C:6]1[NH:15][C:9]2=[N:10][CH:11]=[C:12]([O:14][CH2:30][CH2:31][CH2:32][Cl:33])[CH:13]=[C:8]2[CH:7]=1)=[O:5])[CH3:1], predict the reactants needed to synthesize it. The reactants are: [CH3:1][CH2:2][O:3][C:4]([C:6]1[N:15](C(OC(C)(C)C)=O)[C:9]2=[N:10][CH:11]=[C:12]([OH:14])[CH:13]=[C:8]2[CH:7]=1)=[O:5].C(=O)([O-])[O-].[K+].[K+].Br[CH2:30][CH2:31][CH2:32][Cl:33].[Cl-].[NH4+]. (3) Given the product [F:1][C:2]1[C:7]([S:8][CH3:9])=[CH:6][CH:5]=[CH:4][C:3]=1[C:10]1[CH2:15][CH2:14][NH:13][CH2:12][CH:11]=1, predict the reactants needed to synthesize it. The reactants are: [F:1][C:2]1[C:7]([S:8][CH3:9])=[CH:6][CH:5]=[CH:4][C:3]=1[C:10]1(O)[CH2:15][CH2:14][N:13](C(OC(C)(C)C)=O)[CH2:12][CH2:11]1. (4) Given the product [CH3:19][O:4][CH:5]=[CH2:6].[CH:24]1[C:22](=[O:23])[O:29][C:28](=[O:2])[CH:26]=1, predict the reactants needed to synthesize it. The reactants are: S([O-])([O:4][CH2:5][CH2:6]CCCCCCCCCC)(=O)=[O:2].[Na+].[CH2:19](O)[C@H]([C@H:22]([C@@H:24]([C@@H:26]([CH2:28][OH:29])O)O)[OH:23])O. (5) Given the product [F:41][C:29]1[C:30]([O:36][CH2:37][CH2:38][O:39][CH3:40])=[CH:31][C:32]([O:34][CH3:35])=[CH:33][C:28]=1[CH:11]([NH:12][C:13]1[CH:18]=[CH:17][C:16]([C:19]2[N:23]=[C:22]([C:24]([F:27])([F:25])[F:26])[O:21][N:20]=2)=[CH:15][CH:14]=1)[C:10]1[NH:9][C:8](=[O:44])[N:54]([C:49]2[C:48]([N+:45]([O-:47])=[O:46])=[CH:53][CH:52]=[CH:51][N:50]=2)[N:55]=1, predict the reactants needed to synthesize it. The reactants are: CN(C=O)C.CO[C:8](=[O:44])[N:9]=[C:10](SC)[C:11]([C:28]1[CH:33]=[C:32]([O:34][CH3:35])[CH:31]=[C:30]([O:36][CH2:37][CH2:38][O:39][CH3:40])[C:29]=1[F:41])=[N:12][C:13]1[CH:18]=[CH:17][C:16]([C:19]2[N:23]=[C:22]([C:24]([F:27])([F:26])[F:25])[O:21][N:20]=2)=[CH:15][CH:14]=1.[N+:45]([C:48]1[C:49]([NH:54][NH2:55])=[N:50][CH:51]=[CH:52][CH:53]=1)([O-:47])=[O:46]. (6) The reactants are: [Cl:1][C:2]1[CH:7]=[CH:6][C:5]([NH:8][S:9]([CH2:12][CH2:13][CH3:14])(=[O:11])=[O:10])=[CH:4][C:3]=1[N+:15]([O-])=O.Cl. Given the product [NH2:15][C:3]1[CH:4]=[C:5]([NH:8][S:9]([CH2:12][CH2:13][CH3:14])(=[O:11])=[O:10])[CH:6]=[CH:7][C:2]=1[Cl:1], predict the reactants needed to synthesize it. (7) Given the product [CH2:1]([O:8][C:9]1[CH:18]=[CH:17][CH:16]=[C:15]2[C:10]=1[CH2:11][CH2:12][CH2:13][CH:14]2[C:19]([N:21]([C:28]1[CH:29]=[N:30][C:31]([O:34][CH3:35])=[CH:32][CH:33]=1)[CH2:22][C:23]1[CH:24]=[N:25][N:26]([CH2:38][C:39]2[CH:44]=[CH:43][C:42]([CH3:45])=[CH:41][N:40]=2)[CH:27]=1)=[O:20])[C:2]1[CH:7]=[CH:6][CH:5]=[CH:4][CH:3]=1, predict the reactants needed to synthesize it. The reactants are: [CH2:1]([O:8][C:9]1[CH:18]=[CH:17][CH:16]=[C:15]2[C:10]=1[CH2:11][CH2:12][CH2:13][CH:14]2[C:19]([N:21]([C:28]1[CH:29]=[N:30][C:31]([O:34][CH3:35])=[CH:32][CH:33]=1)[CH2:22][C:23]1[CH:24]=[N:25][NH:26][CH:27]=1)=[O:20])[C:2]1[CH:7]=[CH:6][CH:5]=[CH:4][CH:3]=1.Cl.Cl[CH2:38][C:39]1[CH:44]=[CH:43][C:42]([CH3:45])=[CH:41][N:40]=1. (8) Given the product [Cl:1][C:2]1[CH:3]=[C:4]([C:8]2[N:12]([CH2:16][C:17]3[C:26]4[C:21](=[C:22]([F:28])[C:23]([F:27])=[CH:24][CH:25]=4)[NH:20][C:19](=[O:29])[CH:18]=3)[C:11]([CH3:13])=[C:10]([CH3:14])[N:9]=2)[CH:5]=[CH:6][CH:7]=1, predict the reactants needed to synthesize it. The reactants are: [Cl:1][C:2]1[CH:3]=[C:4]([C:8]2[NH:9][C:10]([CH3:14])=[C:11]([CH3:13])[N:12]=2)[CH:5]=[CH:6][CH:7]=1.Br[CH2:16][C:17]1[C:26]2[C:21](=[C:22]([F:28])[C:23]([F:27])=[CH:24][CH:25]=2)[NH:20][C:19](=[O:29])[CH:18]=1. (9) Given the product [Br:28][C:8]1[C:4]([C:2]([NH2:13])([CH3:3])[CH3:1])=[N:5][O:6][CH:7]=1, predict the reactants needed to synthesize it. The reactants are: [CH3:1][C:2]([NH:13]C(=O)OC(C)(C)C)([C:4]1[CH:8]=[C:7]([Si](C)(C)C)[O:6][N:5]=1)[CH3:3].C1C(=O)N([Br:28])C(=O)C1.C(O)(C(F)(F)F)=O. (10) Given the product [Cl:1][C:2]1[C:7]2[CH:8]=[N:9][N:10]([CH2:16][C:15]3[CH:18]=[CH:19][C:12]([F:11])=[CH:13][CH:14]=3)[C:6]=2[CH:5]=[CH:4][N:3]=1, predict the reactants needed to synthesize it. The reactants are: [Cl:1][C:2]1[C:7]2[CH:8]=[N:9][NH:10][C:6]=2[CH:5]=[CH:4][N:3]=1.[F:11][C:12]1[CH:19]=[CH:18][C:15]([CH2:16]Br)=[CH:14][CH:13]=1.[H-].[Na+].O.